Dataset: Reaction yield outcomes from USPTO patents with 853,638 reactions. Task: Predict the reaction yield, written as a fraction of the theoretical maximum amount of product (1.0 means a 100% yield; for example, 0.34 means a 34% yield). The reactants are [CH2:1]([C:3]1[N:7]([C:8]2[N:16]=[C:15]3[C:11]([N:12]=[C:13]([CH:18]=O)[N:14]3[CH3:17])=[C:10]([N:20]3[CH2:25][CH2:24][O:23][CH2:22][CH2:21]3)[N:9]=2)[C:6]2[CH:26]=[CH:27][CH:28]=[CH:29][C:5]=2[N:4]=1)[CH3:2].[NH:30]1[CH2:33][CH:32]([C:34]([N:36]2[CH2:40][CH2:39][C@@H:38]([OH:41])[CH2:37]2)=[O:35])[CH2:31]1.C(O[BH-](OC(=O)C)OC(=O)C)(=O)C.[Na+]. The catalyst is ClCCCl. The product is [CH2:1]([C:3]1[N:7]([C:8]2[N:16]=[C:15]3[C:11]([N:12]=[C:13]([CH2:18][N:30]4[CH2:33][CH:32]([C:34]([N:36]5[CH2:40][CH2:39][C@@H:38]([OH:41])[CH2:37]5)=[O:35])[CH2:31]4)[N:14]3[CH3:17])=[C:10]([N:20]3[CH2:25][CH2:24][O:23][CH2:22][CH2:21]3)[N:9]=2)[C:6]2[CH:26]=[CH:27][CH:28]=[CH:29][C:5]=2[N:4]=1)[CH3:2]. The yield is 0.160.